From a dataset of Reaction yield outcomes from USPTO patents with 853,638 reactions. Predict the reaction yield, written as a fraction of the theoretical maximum amount of product (1.0 means a 100% yield; for example, 0.34 means a 34% yield). (1) The reactants are [CH3:1][C:2]1[CH:3]=[C:4]([OH:17])[CH:5]=[CH:6][C:7]=1[CH2:8][CH2:9][CH2:10][CH2:11][N:12]1[CH:16]=[CH:15][N:14]=[N:13]1.[H-].[Na+].Cl[CH2:21][C:22]1[CH:23]=[N:24][CH:25]=[C:26]([C:28]2[CH:33]=[CH:32][C:31]([C:34]([F:37])([F:36])[F:35])=[CH:30][CH:29]=2)[CH:27]=1.O. The catalyst is CN(C)C=O. The product is [CH3:1][C:2]1[CH:3]=[C:4]([CH:5]=[CH:6][C:7]=1[CH2:8][CH2:9][CH2:10][CH2:11][N:12]1[CH:16]=[CH:15][N:14]=[N:13]1)[O:17][CH2:21][C:22]1[CH:23]=[N:24][CH:25]=[C:26]([C:28]2[CH:29]=[CH:30][C:31]([C:34]([F:37])([F:35])[F:36])=[CH:32][CH:33]=2)[CH:27]=1. The yield is 0.410. (2) The reactants are [Cl:1][C:2]1[CH:3]=[C:4]([C:12]2[O:16][N:15]=[C:14]([C:17]3[CH:18]=[CH:19][C:20]4[O:24][C:23]([C:25]5([NH:33]C(=O)OC(C)(C)C)[CH2:30][O:29]C(C)(C)[O:27][CH2:26]5)=[CH:22][C:21]=4[CH:41]=3)[N:13]=2)[CH:5]=[CH:6][C:7]=1[O:8][CH2:9][CH2:10][CH3:11].CCO. The catalyst is C(Cl)Cl. The product is [NH2:33][C:25]([C:23]1[O:24][C:20]2[CH:19]=[CH:18][C:17]([C:14]3[N:13]=[C:12]([C:4]4[CH:5]=[CH:6][C:7]([O:8][CH2:9][CH2:10][CH3:11])=[C:2]([Cl:1])[CH:3]=4)[O:16][N:15]=3)=[CH:41][C:21]=2[CH:22]=1)([CH2:26][OH:27])[CH2:30][OH:29]. The yield is 0.460. (3) The reactants are [OH:1][C:2]1[C:7](=[O:8])[CH:6]=[CH:5][N:4]([CH3:9])[C:3]=1[CH3:10].[N+:11]([C:14]1[CH:19]=[C:18]([N+:20]([O-:22])=[O:21])[CH:17]=[CH:16][C:15]=1[S:23](Cl)(=[O:25])=[O:24])([O-:13])=[O:12]. The catalyst is N1C=CC=CC=1. The product is [N+:11]([C:14]1[CH:19]=[C:18]([N+:20]([O-:22])=[O:21])[CH:17]=[CH:16][C:15]=1[S:23]([O:1][C:2]1[C:7](=[O:8])[CH:6]=[CH:5][N:4]([CH3:9])[C:3]=1[CH3:10])(=[O:25])=[O:24])([O-:13])=[O:12]. The yield is 0.230. (4) The reactants are Br[C:2]1[CH:11]=[C:10]([C:12]([O:14][CH3:15])=[O:13])[CH:9]=[CH:8][C:3]=1[C:4]([O:6][CH3:7])=[O:5].[NH2:16][C:17]1[CH:22]=[CH:21][CH:20]=[CH:19][CH:18]=1.P([O-])([O-])([O-])=O.[K+].[K+].[K+]. The catalyst is C1(C)C=CC=CC=1.C1C=CC(/C=C/C(/C=C/C2C=CC=CC=2)=O)=CC=1.C1C=CC(/C=C/C(/C=C/C2C=CC=CC=2)=O)=CC=1.C1C=CC(/C=C/C(/C=C/C2C=CC=CC=2)=O)=CC=1.[Pd].[Pd].C(P(C(C)(C)C)C(C)(C)C)(C)(C)C. The product is [C:17]1([NH:16][C:2]2[CH:11]=[C:10]([C:12]([O:14][CH3:15])=[O:13])[CH:9]=[CH:8][C:3]=2[C:4]([O:6][CH3:7])=[O:5])[CH:22]=[CH:21][CH:20]=[CH:19][CH:18]=1. The yield is 0.580. (5) The reactants are [S:1]1[CH:5]=[CH:4][CH:3]=[C:2]1[CH2:6][CH:7]1[C:12](=[O:13])[NH:11][C:10](=[O:14])[NH:9][C:8]1=[O:15].[C:16]([O:20][C:21]([NH:23][OH:24])=[O:22])([CH3:19])([CH3:18])[CH3:17].I([O-])(=O)(=O)=O.[Na+]. The catalyst is C(O)C. The product is [C:16]([O:20][C:21]([N:23]([OH:24])[C:7]1([CH2:6][C:2]2[S:1][CH:5]=[CH:4][CH:3]=2)[C:12](=[O:13])[NH:11][C:10](=[O:14])[NH:9][C:8]1=[O:15])=[O:22])([CH3:19])([CH3:18])[CH3:17]. The yield is 0.190. (6) The reactants are [S:1]1[C:5]([CH:6]=O)=[CH:4][N:3]=[CH:2]1.[CH:8](=[N:15]/[C:16]1[CH:24]=[CH:23][CH:22]=[C:21]2[C:17]=1[CH2:18][O:19][C:20]2=[O:25])\[C:9]1[CH:14]=[CH:13][CH:12]=[CH:11][CH:10]=1.[CH3:26][O-:27].[Na+]. The catalyst is C(OCC)(=O)CC. The product is [O:27]=[C:26]1[C:17]2[C:21]([C:20]([O:19][CH3:18])=[O:25])=[CH:22][CH:23]=[CH:24][C:16]=2[NH:15][CH:8]([C:9]2[CH:14]=[CH:13][CH:12]=[CH:11][CH:10]=2)[CH:6]1[C:5]1[S:1][CH:2]=[N:3][CH:4]=1. The yield is 0.0700. (7) The reactants are Cl[C:2]1[CH:11]=[CH:10][C:9]2[C:4](=[CH:5][C:6]([OH:12])=[CH:7][CH:8]=2)[N:3]=1.[CH3:13][O-:14].[Na+].CO. The catalyst is C(OCC)(=O)C. The product is [CH3:13][O:14][C:2]1[CH:11]=[CH:10][C:9]2[C:4](=[CH:5][C:6]([OH:12])=[CH:7][CH:8]=2)[N:3]=1. The yield is 0.790. (8) The reactants are [CH:1]([C:3]1[CH:8]=[C:7]([O:9][CH2:10][CH2:11][CH2:12][CH2:13][CH2:14][CH2:15][CH3:16])[CH:6]=[CH:5][C:4]=1[NH:17][C:18](=O)[C@H:19]([CH3:25])[CH2:20][O:21][CH2:22][O:23][CH3:24])=O.CO.[NH3:29]. No catalyst specified. The product is [CH2:10]([O:9][C:7]1[CH:8]=[C:3]2[C:4](=[CH:5][CH:6]=1)[N:17]=[C:18]([C@H:19]([CH3:25])[CH2:20][O:21][CH2:22][O:23][CH3:24])[N:29]=[CH:1]2)[CH2:11][CH2:12][CH2:13][CH2:14][CH2:15][CH3:16]. The yield is 0.750.